Dataset: CYP1A2 inhibition data for predicting drug metabolism from PubChem BioAssay. Task: Regression/Classification. Given a drug SMILES string, predict its absorption, distribution, metabolism, or excretion properties. Task type varies by dataset: regression for continuous measurements (e.g., permeability, clearance, half-life) or binary classification for categorical outcomes (e.g., BBB penetration, CYP inhibition). Dataset: cyp1a2_veith. The molecule is CCCc1nnc(SCC(=O)N2CCCCC2C)n1CC1CCCO1. The result is 0 (non-inhibitor).